This data is from Experimentally validated miRNA-target interactions with 360,000+ pairs, plus equal number of negative samples. The task is: Binary Classification. Given a miRNA mature sequence and a target amino acid sequence, predict their likelihood of interaction. The miRNA is hsa-miR-552-5p with sequence GUUUAACCUUUUGCCUGUUGG. The protein sequence of the target gene is MRLKIGFILRSLLVVGSFLGLVVLWSSLTPRPDDPSPLSRMREDRDVNDPMPNRGGNGLAPGEDRFKPVVPWPHVEGVEVDLESIRRINKAKNEQEHHAGGDSQKDIMQRQYLTFKPQTFTYHDPVLRPGILGNFEPKEPEPPGVVGGPGEKAKPLVLGPEFKQAIQASIKEFGFNMVASDMISLDRSVNDLRQEECKYWHYDENLLTSSVVIVFHNEGWSTLMRTVHSVIKRTPRKYLAEIVLIDDFSNKEHLKEKLDEYIKLWNGLVKVFRNERREGLIQARSIGAQKAKLGQVLIYL.... Result: 1 (interaction).